This data is from Forward reaction prediction with 1.9M reactions from USPTO patents (1976-2016). The task is: Predict the product of the given reaction. (1) Given the reactants [CH3:1][N:2]([CH3:22])[C:3]1[O:4][C:5]2[C:6](=[C:8]([C:20]#[N:21])[C:9]([CH3:19])=[C:10]([C:13]3[N:14]=[C:15]([CH3:18])[S:16][CH:17]=3)[C:11]=2F)[N:7]=1.C(N(CC)CC)C.[CH3:30][N:31]([CH3:37])[C@H:32]1[CH2:36][CH2:35][NH:34][CH2:33]1, predict the reaction product. The product is: [CH3:1][N:2]([CH3:22])[C:3]1[O:4][C:5]2[C:6](=[C:8]([C:20]#[N:21])[C:9]([CH3:19])=[C:10]([C:13]3[N:14]=[C:15]([CH3:18])[S:16][CH:17]=3)[C:11]=2[N:34]2[CH2:35][CH2:36][C@H:32]([N:31]([CH3:37])[CH3:30])[CH2:33]2)[N:7]=1. (2) Given the reactants O.[OH-].[Li+].C[O:5][C:6](=[O:37])[CH2:7][C:8]1[C:17]([CH3:18])=[C:16]([C:19]2[CH:24]=[CH:23][C:22]([S:25](=[O:35])(=[O:34])[NH:26][C:27]3[CH:32]=[CH:31][C:30]([CH3:33])=[CH:29][CH:28]=3)=[CH:21][CH:20]=2)[C:15]2[C:10](=[CH:11][CH:12]=[C:13]([Cl:36])[CH:14]=2)[CH:9]=1.C1COCC1.O, predict the reaction product. The product is: [Cl:36][C:13]1[CH:14]=[C:15]2[C:10](=[CH:11][CH:12]=1)[CH:9]=[C:8]([CH2:7][C:6]([OH:37])=[O:5])[C:17]([CH3:18])=[C:16]2[C:19]1[CH:20]=[CH:21][C:22]([S:25](=[O:34])(=[O:35])[NH:26][C:27]2[CH:32]=[CH:31][C:30]([CH3:33])=[CH:29][CH:28]=2)=[CH:23][CH:24]=1. (3) Given the reactants [H-].[Na+].[C:3]([CH2:5]P(=O)(OCC)OCC)#[N:4].[Br:14][C:15]1[CH:23]=[C:22]([N+:24]([O-:26])=[O:25])[C:21]([O:27][CH3:28])=[C:20]2[C:16]=1[CH2:17][CH2:18][C:19]2=O.[Cl-].[NH4+], predict the reaction product. The product is: [Br:14][C:15]1[CH:23]=[C:22]([N+:24]([O-:26])=[O:25])[C:21]([O:27][CH3:28])=[C:20]2[C:16]=1[CH2:17][CH2:18][C:19]2=[CH:5][C:3]#[N:4]. (4) Given the reactants C(OC([N:8]1[CH2:13][CH2:12][N:11]([C:14]2[C:23]3[O:22][C:21]([CH3:25])([CH3:24])[CH2:20][N:19]([S:26]([C:29]4[CH:34]=[CH:33][CH:32]=[CH:31][C:30]=4[F:35])(=[O:28])=[O:27])[C:18]=3[CH:17]=[CH:16][CH:15]=2)[CH2:10][CH2:9]1)=O)(C)(C)C.Cl, predict the reaction product. The product is: [F:35][C:30]1[CH:31]=[CH:32][CH:33]=[CH:34][C:29]=1[S:26]([N:19]1[C:18]2[CH:17]=[CH:16][CH:15]=[C:14]([N:11]3[CH2:10][CH2:9][NH:8][CH2:13][CH2:12]3)[C:23]=2[O:22][C:21]([CH3:25])([CH3:24])[CH2:20]1)(=[O:28])=[O:27]. (5) The product is: [S:16]1[C:20]2[CH:21]=[CH:22][CH:23]=[CH:24][C:19]=2[C:18]([CH2:25][N:2]2[C:33]([C:29]3[S:30][CH:31]=[CH:32][C:28]=3[CH3:27])=[C:4]3[C:3]([N:8]([CH2:9][CH:10]([CH3:11])[CH3:12])[C:7](=[O:13])[N:6]([CH3:14])[C:5]3=[O:15])=[N:1]2)=[CH:17]1. Given the reactants [NH:1]([C:3]1[N:8]([CH2:9][CH:10]([CH3:12])[CH3:11])[C:7](=[O:13])[N:6]([CH3:14])[C:5](=[O:15])[CH:4]=1)[NH2:2].[S:16]1[C:20]2[CH:21]=[CH:22][CH:23]=[CH:24][C:19]=2[C:18]([CH:25]=O)=[CH:17]1.[CH3:27][C:28]1[CH:32]=[CH:31][S:30][C:29]=1[CH:33]=O, predict the reaction product. (6) Given the reactants [O:1]=[C:2]([CH2:8][CH2:9][CH2:10][CH3:11])[CH2:3][C:4]([O:6][CH3:7])=[O:5].[H-].[Na+].Br[CH2:15][C:16]1[CH:21]=[CH:20][C:19]([C:22]2[C:23]([C:28]#[N:29])=[CH:24][CH:25]=[CH:26][CH:27]=2)=[C:18]([F:30])[CH:17]=1, predict the reaction product. The product is: [C:28]([C:23]1[CH:24]=[CH:25][CH:26]=[CH:27][C:22]=1[C:19]1[CH:20]=[CH:21][C:16]([CH2:15][CH:3]([C:2](=[O:1])[CH2:8][CH2:9][CH2:10][CH3:11])[C:4]([O:6][CH3:7])=[O:5])=[CH:17][C:18]=1[F:30])#[N:29]. (7) Given the reactants [Cl:1][C:2]1[C:37]([Cl:38])=[CH:36][CH:35]=[CH:34][C:3]=1[C:4]([N:6]1[CH2:11][C@@H:10]2[CH2:12][C@H:7]1[CH2:8][N:9]2[CH2:13][C:14]1[N:19]=[C:18]([NH:20][C:21]2[CH:25]=[CH:24][N:23](COCC[Si](C)(C)C)[N:22]=2)[CH:17]=[N:16][CH:15]=1)=[O:5].O.[F:40][C:41]([F:46])([F:45])[C:42]([OH:44])=[O:43], predict the reaction product. The product is: [F:40][C:41]([F:46])([F:45])[C:42]([OH:44])=[O:43].[Cl:1][C:2]1[C:37]([Cl:38])=[CH:36][CH:35]=[CH:34][C:3]=1[C:4]([N:6]1[CH2:11][C@@H:10]2[CH2:12][C@H:7]1[CH2:8][N:9]2[CH2:13][C:14]1[N:19]=[C:18]([NH:20][C:21]2[CH:25]=[CH:24][NH:23][N:22]=2)[CH:17]=[N:16][CH:15]=1)=[O:5]. (8) Given the reactants [N+:1]([C:4]1[CH:8]=[CH:7][N:6]([CH2:9][C:10]#[C:11][CH2:12][N:13]2[C:21](=[O:22])C3C(=CC=CC=3)C2=O)[N:5]=1)([O-:3])=[O:2].O.NN.C(=O)(O)[O-].[Na+].C(OC([O:34][C:35]([CH3:38])([CH3:37])[CH3:36])=O)([O:34][C:35]([CH3:38])([CH3:37])[CH3:36])=O, predict the reaction product. The product is: [C:35]([O:34][C:21](=[O:22])[NH:13][CH2:12][C:11]#[C:10][CH2:9][N:6]1[CH:7]=[CH:8][C:4]([N+:1]([O-:3])=[O:2])=[N:5]1)([CH3:38])([CH3:37])[CH3:36].